This data is from Reaction yield outcomes from USPTO patents with 853,638 reactions. The task is: Predict the reaction yield, written as a fraction of the theoretical maximum amount of product (1.0 means a 100% yield; for example, 0.34 means a 34% yield). (1) The reactants are [CH2:1]([C@@H:3]1[CH2:8][N:7]([CH3:9])[CH2:6][CH2:5][N:4]1[C:10]1[N:14]([CH3:15])[N:13]=[CH:12][C:11]=1[NH2:16])[CH3:2].C(OC([NH:24][C:25]1[S:29][C:28]([C:30]2[C:35]([F:36])=[CH:34][CH:33]=[CH:32][C:31]=2[F:37])=[N:27][C:26]=1[C:38](O)=[O:39])=O)(C)(C)C. No catalyst specified. The product is [NH2:24][C:25]1[S:29][C:28]([C:30]2[C:35]([F:36])=[CH:34][CH:33]=[CH:32][C:31]=2[F:37])=[N:27][C:26]=1[C:38]([NH:16][C:11]1[CH:12]=[N:13][N:14]([CH3:15])[C:10]=1[N:4]1[CH2:5][CH2:6][N:7]([CH3:9])[CH2:8][C@H:3]1[CH2:1][CH3:2])=[O:39]. The yield is 0.280. (2) The reactants are [CH2:1]([O:3][C:4](=[O:12])[C:5]1[CH:10]=[CH:9][C:8]([NH2:11])=[CH:7][CH:6]=1)[CH3:2].C(N(CC)CC)C.[N+:20]([C:23]1[CH:24]=[C:25]([CH:29]=[CH:30][CH:31]=1)[C:26](Cl)=[O:27])([O-:22])=[O:21]. The catalyst is ClCCl. The product is [CH2:1]([O:3][C:4](=[O:12])[C:5]1[CH:10]=[CH:9][C:8]([NH:11][C:26](=[O:27])[C:25]2[CH:29]=[CH:30][CH:31]=[C:23]([N+:20]([O-:22])=[O:21])[CH:24]=2)=[CH:7][CH:6]=1)[CH3:2]. The yield is 0.740. (3) The reactants are [CH3:1][C:2]1[CH:7]=[C:6]([C:8]2[NH:12][C:11](=[O:13])[NH:10][N:9]=2)[N:5]=[C:4]([O:14][C@H:15]2[CH2:19][CH2:18][N:17](C(OC(C)(C)C)=O)[CH2:16]2)[CH:3]=1.C(O)(C(F)(F)F)=O. No catalyst specified. The product is [CH3:1][C:2]1[CH:3]=[C:4]([O:14][C@H:15]2[CH2:19][CH2:18][NH:17][CH2:16]2)[N:5]=[C:6]([C:8]2[NH:12][C:11](=[O:13])[NH:10][N:9]=2)[CH:7]=1. The yield is 0.0200. (4) The reactants are [Mg].II.C(Br)[CH2:5][CH:6]([CH3:8])[CH3:7].N[CH2:11][C:12]([C:14]1[CH:19]=[CH:18][CH:17]=[CH:16][CH:15]=1)=[O:13].[Cl-].[NH4+:21].[C:22](OCC)(=O)C. The catalyst is C(OCC)C. The product is [OH:13][C:12]([C:14]1[CH:19]=[CH:18][CH:17]=[CH:16][C:15]=1[NH2:21])([CH3:22])[CH2:11][CH2:5][CH:6]([CH3:8])[CH3:7]. The yield is 0.990. (5) The reactants are CO[C:3](=[O:19])[C:4]1[CH:9]=[C:8]([CH:10]([O:12][CH3:13])[CH3:11])[C:7]([C:14]([F:17])([F:16])[F:15])=[CH:6][C:5]=1[NH2:18].CC[N:22]([CH2:25]C)CC.[CH3:27][S:28]([NH:31]N)(=[O:30])=[O:29].[OH-:33].[Na+].Cl. The catalyst is C1COCC1.CCOC(C)=O.CCCCC. The product is [CH3:13][O:12][CH:10]([C:8]1[CH:9]=[C:4]2[C:5](=[CH:6][C:7]=1[C:14]([F:15])([F:16])[F:17])[NH:18][C:25](=[O:33])[N:22]([NH:31][S:28]([CH3:27])(=[O:30])=[O:29])[C:3]2=[O:19])[CH3:11]. The yield is 0.680. (6) The reactants are [CH3:1][O:2][C:3]1[CH:4]=[C:5]([CH:8]=[C:9]([O:15][CH3:16])[C:10]=1[O:11][CH2:12][CH2:13][CH3:14])[CH:6]=O.[ClH:17].CO.C(O[CH:23](OCC)[CH2:24][NH:25][CH2:26][C:27]1[C:35]2[O:34][C:33](=[O:36])[N:32]([CH2:37][CH3:38])[C:31]=2[CH:30]=[CH:29][CH:28]=1)C. The catalyst is CCO. The product is [ClH:17].[CH3:1][O:2][C:3]1[CH:4]=[C:5]([CH:8]=[C:9]([O:15][CH3:16])[C:10]=1[O:11][CH2:12][CH2:13][CH3:14])[CH2:6][C:23]1[C:28]2[CH:29]=[CH:30][C:31]3[N:32]([CH2:37][CH3:38])[C:33](=[O:36])[O:34][C:35]=3[C:27]=2[CH:26]=[N:25][CH:24]=1. The yield is 0.0900. (7) The reactants are [NH2:1][C:2]1[CH:9]=[CH:8][C:5]([C:6]#[N:7])=[C:4]([Cl:10])[CH:3]=1.C(=O)(O)[O-].[Na+].O.[C:17](Cl)(Cl)=[S:18]. The catalyst is ClCCl. The product is [Cl:10][C:4]1[CH:3]=[C:2]([N:1]=[C:17]=[S:18])[CH:9]=[CH:8][C:5]=1[C:6]#[N:7]. The yield is 0.710. (8) The reactants are I[C:2]1[C:10]2[C:5](=[N:6][CH:7]=[C:8]([C:11]3[CH:12]=[C:13]([O:17]S(C4C=CC(C)=CC=4)(=O)=O)[CH:14]=[CH:15][CH:16]=3)[CH:9]=2)[N:4](S(C2C=CC(C)=CC=2)(=O)=O)[CH:3]=1.[O:38]1[CH:42]=[CH:41][C:40](B(O)O)=[CH:39]1.C(#N)C.C(=O)([O-])[O-].[Na+].[Na+]. The catalyst is O.CN(C=O)C.Cl[Pd-2](Cl)(P(C1C=CC=CC=1)(C1C=CC=CC=1)C1C=CC=CC=1)P(C1C=CC=CC=1)(C1C=CC=CC=1)C1C=CC=CC=1. The product is [O:38]1[CH:42]=[CH:41][C:40]([C:2]2[C:10]3[C:5](=[N:6][CH:7]=[C:8]([C:11]4[CH:12]=[C:13]([OH:17])[CH:14]=[CH:15][CH:16]=4)[CH:9]=3)[NH:4][CH:3]=2)=[CH:39]1. The yield is 0.560.